Dataset: NCI-60 drug combinations with 297,098 pairs across 59 cell lines. Task: Regression. Given two drug SMILES strings and cell line genomic features, predict the synergy score measuring deviation from expected non-interaction effect. (1) Drug 1: CCCCC(=O)OCC(=O)C1(CC(C2=C(C1)C(=C3C(=C2O)C(=O)C4=C(C3=O)C=CC=C4OC)O)OC5CC(C(C(O5)C)O)NC(=O)C(F)(F)F)O. Drug 2: CCCCCOC(=O)NC1=NC(=O)N(C=C1F)C2C(C(C(O2)C)O)O. Cell line: LOX IMVI. Synergy scores: CSS=10.6, Synergy_ZIP=3.93, Synergy_Bliss=1.63, Synergy_Loewe=-8.98, Synergy_HSA=-0.776. (2) Drug 1: C1=C(C(=O)NC(=O)N1)N(CCCl)CCCl. Drug 2: C(CC(=O)O)C(=O)CN.Cl. Cell line: SF-268. Synergy scores: CSS=36.8, Synergy_ZIP=-2.32, Synergy_Bliss=-1.60, Synergy_Loewe=-3.10, Synergy_HSA=0.597. (3) Drug 1: CN1CCC(CC1)COC2=C(C=C3C(=C2)N=CN=C3NC4=C(C=C(C=C4)Br)F)OC. Drug 2: CC1=C2C(C(=O)C3(C(CC4C(C3C(C(C2(C)C)(CC1OC(=O)C(C(C5=CC=CC=C5)NC(=O)C6=CC=CC=C6)O)O)OC(=O)C7=CC=CC=C7)(CO4)OC(=O)C)O)C)OC(=O)C. Cell line: UO-31. Synergy scores: CSS=29.0, Synergy_ZIP=-6.93, Synergy_Bliss=0.604, Synergy_Loewe=4.15, Synergy_HSA=4.46. (4) Drug 1: CC12CCC(CC1=CCC3C2CCC4(C3CC=C4C5=CN=CC=C5)C)O. Drug 2: CC(C1=C(C=CC(=C1Cl)F)Cl)OC2=C(N=CC(=C2)C3=CN(N=C3)C4CCNCC4)N. Cell line: PC-3. Synergy scores: CSS=5.17, Synergy_ZIP=-3.34, Synergy_Bliss=-3.13, Synergy_Loewe=-6.06, Synergy_HSA=-2.94. (5) Drug 1: C1=NC2=C(N=C(N=C2N1C3C(C(C(O3)CO)O)O)F)N. Drug 2: CC1C(C(CC(O1)OC2CC(OC(C2O)C)OC3=CC4=CC5=C(C(=O)C(C(C5)C(C(=O)C(C(C)O)O)OC)OC6CC(C(C(O6)C)O)OC7CC(C(C(O7)C)O)OC8CC(C(C(O8)C)O)(C)O)C(=C4C(=C3C)O)O)O)O. Cell line: HOP-62. Synergy scores: CSS=23.0, Synergy_ZIP=-2.19, Synergy_Bliss=0.512, Synergy_Loewe=-19.6, Synergy_HSA=-1.97. (6) Drug 1: C1=CC(=CC=C1CC(C(=O)O)N)N(CCCl)CCCl.Cl. Drug 2: CC1CCC2CC(C(=CC=CC=CC(CC(C(=O)C(C(C(=CC(C(=O)CC(OC(=O)C3CCCCN3C(=O)C(=O)C1(O2)O)C(C)CC4CCC(C(C4)OC)O)C)C)O)OC)C)C)C)OC. Cell line: HCT116. Synergy scores: CSS=21.6, Synergy_ZIP=-9.53, Synergy_Bliss=-8.63, Synergy_Loewe=-7.11, Synergy_HSA=-4.73.